This data is from Catalyst prediction with 721,799 reactions and 888 catalyst types from USPTO. The task is: Predict which catalyst facilitates the given reaction. Reactant: Cl[C:2]1[C:11]2[C:6](=[CH:7][C:8]([O:14][CH3:15])=[C:9]([O:12][CH3:13])[CH:10]=2)[N:5]=[CH:4][C:3]=1[C:16]([NH2:18])=[O:17].[NH2:19][C:20]1[CH:28]=[CH:27][CH:26]=[C:25]2[C:21]=1[CH2:22][CH2:23][C:24]2=[O:29].C(O)(=O)C.C([O-])(O)=O.[Na+]. Product: [CH3:13][O:12][C:9]1[CH:10]=[C:11]2[C:6](=[CH:7][C:8]=1[O:14][CH3:15])[N:5]=[CH:4][C:3]([C:16]([NH2:18])=[O:17])=[C:2]2[NH:19][C:20]1[CH:28]=[CH:27][CH:26]=[C:25]2[C:21]=1[CH2:22][CH2:23][C:24]2=[O:29]. The catalyst class is: 18.